Task: Regression/Classification. Given a drug SMILES string, predict its absorption, distribution, metabolism, or excretion properties. Task type varies by dataset: regression for continuous measurements (e.g., permeability, clearance, half-life) or binary classification for categorical outcomes (e.g., BBB penetration, CYP inhibition). Dataset: cyp2d6_veith.. Dataset: CYP2D6 inhibition data for predicting drug metabolism from PubChem BioAssay (1) The compound is NC(N)=NC(N)=Nc1ccccc1.S=c1[nH]c2ccccc2s1. The result is 0 (non-inhibitor). (2) The molecule is CC(Oc1ccc(-c2ccccc2)cc1)C(=O)O. The result is 0 (non-inhibitor).